Dataset: Reaction yield outcomes from USPTO patents with 853,638 reactions. Task: Predict the reaction yield, written as a fraction of the theoretical maximum amount of product (1.0 means a 100% yield; for example, 0.34 means a 34% yield). (1) The reactants are [CH2:1]([N:8]([CH2:31][C:32]1[CH:37]=[CH:36][CH:35]=[CH:34][CH:33]=1)[C@@H:9]([CH2:24][C:25]1[CH:30]=[CH:29][CH:28]=[CH:27][CH:26]=1)[C@@H:10]([C@H:12]1[CH2:16][CH2:15][CH2:14][N:13]1[C:17]([O:19][C:20]([CH3:23])([CH3:22])[CH3:21])=[O:18])[OH:11])[C:2]1[CH:7]=[CH:6][CH:5]=[CH:4][CH:3]=1.CCN(CC)CC. The catalyst is CS(C)=O.O.CCOC(C)=O. The product is [CH2:1]([N:8]([CH2:31][C:32]1[CH:33]=[CH:34][CH:35]=[CH:36][CH:37]=1)[C@@H:9]([CH2:24][C:25]1[CH:30]=[CH:29][CH:28]=[CH:27][CH:26]=1)[C:10]([C@H:12]1[CH2:16][CH2:15][CH2:14][N:13]1[C:17]([O:19][C:20]([CH3:22])([CH3:21])[CH3:23])=[O:18])=[O:11])[C:2]1[CH:3]=[CH:4][CH:5]=[CH:6][CH:7]=1. The yield is 0.540. (2) The reactants are Br[C:2]1[CH:14]=[C:13]2[C:5]([C:6]3[C:7](=[O:30])[C:8]4[CH:20]=[C:19]([O:21][CH2:22][C@H:23]5[CH2:27][O:26]C(C)(C)[O:24]5)[CH:18]=[CH:17][C:9]=4[C:10]([CH3:16])([CH3:15])[C:11]=3[NH:12]2)=[CH:4][CH:3]=1.[Cu](C#N)[C:32]#[N:33].CC(N(C)C)=O. The catalyst is O. The product is [OH:24][C@H:23]([CH2:27][OH:26])[CH2:22][O:21][C:19]1[CH:18]=[CH:17][C:9]2[C:10]([CH3:15])([CH3:16])[C:11]3[NH:12][C:13]4[C:5]([C:6]=3[C:7](=[O:30])[C:8]=2[CH:20]=1)=[CH:4][CH:3]=[C:2]([C:32]#[N:33])[CH:14]=4. The yield is 0.220.